Regression. Given a peptide amino acid sequence and an MHC pseudo amino acid sequence, predict their binding affinity value. This is MHC class I binding data. From a dataset of Peptide-MHC class I binding affinity with 185,985 pairs from IEDB/IMGT. (1) The peptide sequence is CPNSYDSIM. The binding affinity (normalized) is 0.318. The MHC is HLA-B54:01 with pseudo-sequence HLA-B54:01. (2) The peptide sequence is HTTVPWPNETL. The MHC is Mamu-A02 with pseudo-sequence Mamu-A02. The binding affinity (normalized) is 0.350. (3) The peptide sequence is HRFIYLINH. The MHC is HLA-B27:05 with pseudo-sequence HLA-B27:05. The binding affinity (normalized) is 0.140. (4) The peptide sequence is LEGLADAIW. The MHC is HLA-A02:19 with pseudo-sequence HLA-A02:19. The binding affinity (normalized) is 0.0847.